From a dataset of Forward reaction prediction with 1.9M reactions from USPTO patents (1976-2016). Predict the product of the given reaction. (1) The product is: [NH2:5][C:6]1[CH:7]=[CH:8][C:9]([CH2:12][C:13]([O:15][CH3:16])=[O:14])=[CH:10][C:11]=1[N+:1]([O-:4])=[O:2]. Given the reactants [N+:1]([O-:4])(O)=[O:2].[NH2:5][C:6]1[CH:11]=[CH:10][C:9]([CH2:12][C:13]([O:15][CH3:16])=[O:14])=[CH:8][CH:7]=1, predict the reaction product. (2) Given the reactants Cl.Cl.[N:3]1([CH:9]([C:12]2[CH:17]=[CH:16][C:15]([C:18]([F:21])([F:20])[F:19])=[CH:14][CH:13]=2)[CH2:10][NH2:11])[CH2:8][CH2:7][NH:6][CH2:5][CH2:4]1.Cl[C:23]1[C:28]2[O:29][CH2:30][CH2:31][NH:32][C:27]=2[N:26]=[CH:25][N:24]=1.C(=O)([O-])[O-].[K+].[K+], predict the reaction product. The product is: [N:26]1[C:27]2[NH:32][CH2:31][CH2:30][O:29][C:28]=2[C:23]([N:6]2[CH2:7][CH2:8][N:3]([CH:9]([C:12]3[CH:17]=[CH:16][C:15]([C:18]([F:19])([F:21])[F:20])=[CH:14][CH:13]=3)[CH2:10][NH2:11])[CH2:4][CH2:5]2)=[N:24][CH:25]=1. (3) The product is: [Cl:1][C:2]1[C:3]([CH3:23])=[C:4]([NH:10][C:11]([N:13]2[CH2:17][C@H:16]([O:18][Si:34]([C:37]([CH3:40])([CH3:39])[CH3:38])([CH3:36])[CH3:35])[CH2:15][C@H:14]2[C:19]([O:21][CH3:22])=[O:20])=[O:12])[CH:5]=[CH:6][C:7]=1[C:8]#[N:9]. Given the reactants [Cl:1][C:2]1[C:3]([CH3:23])=[C:4]([NH:10][C:11]([N:13]2[CH2:17][C@H:16]([OH:18])[CH2:15][C@H:14]2[C:19]([O:21][CH3:22])=[O:20])=[O:12])[CH:5]=[CH:6][C:7]=1[C:8]#[N:9].COC([C@@H]1[C@@H](O[Si:34]([C:37]([CH3:40])([CH3:39])[CH3:38])([CH3:36])[CH3:35])CCN1C(NC1C=CC(C#N)=C(Cl)C=1C)=O)=O, predict the reaction product. (4) Given the reactants [C:1]([O:5][C:6](=[O:21])[CH2:7][O:8][C:9]1[C:18]2[CH2:17][CH2:16][CH2:15][C:14](=[O:19])[C:13]=2[CH:12]=[C:11]([OH:20])[CH:10]=1)([CH3:4])([CH3:3])[CH3:2].[C:22](=O)([O-])[O-].[K+].[K+].IC, predict the reaction product. The product is: [C:1]([O:5][C:6](=[O:21])[CH2:7][O:8][C:9]1[C:18]2[CH2:17][CH2:16][CH2:15][C:14](=[O:19])[C:13]=2[CH:12]=[C:11]([O:20][CH3:22])[CH:10]=1)([CH3:4])([CH3:2])[CH3:3]. (5) Given the reactants [CH2:1]([N:5]1[C:9](=[O:10])[N:8]([C:11]2[CH:16]=[CH:15][C:14]([N:17]3[CH2:22][CH2:21][N:20]([C:23]4[CH:28]=[CH:27][C:26]([O:29]C)=[CH:25][CH:24]=4)[CH2:19][CH2:18]3)=[CH:13][CH:12]=2)[CH:7]=[N:6]1)[CH:2]([CH3:4])[CH3:3], predict the reaction product. The product is: [OH:29][C:26]1[CH:27]=[CH:28][C:23]([N:20]2[CH2:19][CH2:18][N:17]([C:14]3[CH:13]=[CH:12][C:11]([N:8]4[C:9](=[O:10])[N:5]([CH2:1][CH:2]([CH3:4])[CH3:3])[N:6]=[CH:7]4)=[CH:16][CH:15]=3)[CH2:22][CH2:21]2)=[CH:24][CH:25]=1. (6) The product is: [NH2:1][C:2]1[N:7]=[C:6]([C:8]2[CH:9]=[CH:10][CH:11]=[CH:12][CH:13]=2)[C:5]([C:14]2[CH:19]=[CH:18][C:17](=[O:20])[NH:16][N:15]=2)=[CH:4][N:3]=1. Given the reactants [NH2:1][C:2]1[N:7]=[C:6]([C:8]2[CH:13]=[CH:12][CH:11]=[CH:10][CH:9]=2)[C:5]([C:14]2[N:15]=[N:16][C:17]([O:20]C)=[CH:18][CH:19]=2)=[CH:4][N:3]=1.Cl.Cl.O1CCOCC1.[OH-].[Na+], predict the reaction product. (7) Given the reactants [Mg].Br[C:3]1[CH:8]=[CH:7][C:6]([CH:9]([F:11])[F:10])=[CH:5][CH:4]=1.[F:12][C:13]1[CH:21]=[CH:20][CH:19]=[C:18]2[C:14]=1[C:15]([CH:45]=[O:46])=[CH:16][N:17]2[C@@H:22]1[O:39][C@H:38]([CH2:40][O:41][C:42](=[O:44])[CH3:43])[C@@H:33]([O:34][C:35](=[O:37])[CH3:36])[C@H:28]([O:29][C:30](=[O:32])[CH3:31])[C@H:23]1[O:24][C:25](=[O:27])[CH3:26].[Cl-].[NH4+], predict the reaction product. The product is: [F:10][CH:9]([F:11])[C:6]1[CH:7]=[CH:8][C:3]([CH:45]([C:15]2[C:14]3[C:18](=[CH:19][CH:20]=[CH:21][C:13]=3[F:12])[N:17]([C@@H:22]3[O:39][C@H:38]([CH2:40][O:41][C:42](=[O:44])[CH3:43])[C@@H:33]([O:34][C:35](=[O:37])[CH3:36])[C@H:28]([O:29][C:30](=[O:32])[CH3:31])[C@H:23]3[O:24][C:25](=[O:27])[CH3:26])[CH:16]=2)[OH:46])=[CH:4][CH:5]=1. (8) Given the reactants Br[CH2:2][C:3]1[CH:4]=[CH:5][N:6]2[C:11]=1[C:10](Cl)=[N:9][CH:8]=[N:7]2.C([O-])(O)=O.[Na+].[O-:18]S([O-])(=O)=O.[Na+].[Na+].[F:25][C:26]1[CH:27]=[C:28]([CH:40]=[CH:41][CH:42]=1)[CH2:29][N:30]1[C:38]2[C:33](=[CH:34][C:35]([NH2:39])=[CH:36][CH:37]=2)[CH:32]=[N:31]1, predict the reaction product. The product is: [F:25][C:26]1[CH:27]=[C:28]([CH:40]=[CH:41][CH:42]=1)[CH2:29][N:30]1[C:38]2[C:33](=[CH:34][C:35]([NH:39][C:10]3[C:11]4=[C:3]([CH2:2][OH:18])[CH:4]=[CH:5][N:6]4[N:7]=[CH:8][N:9]=3)=[CH:36][CH:37]=2)[CH:32]=[N:31]1. (9) Given the reactants [NH2:1][C:2]1[CH:10]=[CH:9][CH:8]=[C:7]([Cl:11])[C:3]=1[C:4](O)=[O:5].C[N:13]1CCOCC1.C1C=CC2N(O)N=NC=2C=1.CCN=C=NCCCN(C)C.[OH-].[NH4+], predict the reaction product. The product is: [NH2:1][C:2]1[CH:10]=[CH:9][CH:8]=[C:7]([Cl:11])[C:3]=1[C:4]([NH2:13])=[O:5].